The task is: Regression. Given a peptide amino acid sequence and an MHC pseudo amino acid sequence, predict their binding affinity value. This is MHC class I binding data.. This data is from Peptide-MHC class I binding affinity with 185,985 pairs from IEDB/IMGT. (1) The peptide sequence is YVFPVIFSR. The MHC is Patr-A0101 with pseudo-sequence Patr-A0101. The binding affinity (normalized) is 0.428. (2) The peptide sequence is GVPPKVVSY. The MHC is HLA-B18:01 with pseudo-sequence HLA-B18:01. The binding affinity (normalized) is 0.0847. (3) The peptide sequence is LSPRTLNAL. The MHC is Mamu-A01 with pseudo-sequence Mamu-A01. The binding affinity (normalized) is 0.993. (4) The peptide sequence is GYTMHANYIF. The MHC is HLA-A29:02 with pseudo-sequence HLA-A29:02. The binding affinity (normalized) is 0.445.